Dataset: Reaction yield outcomes from USPTO patents with 853,638 reactions. Task: Predict the reaction yield, written as a fraction of the theoretical maximum amount of product (1.0 means a 100% yield; for example, 0.34 means a 34% yield). The reactants are [Br:1][C:2]1[C:3]([N:17]2[CH2:22][CH2:21][CH2:20][C@@H:19]([NH:23]C(=O)OC(C)(C)C)[CH2:18]2)=[C:4]2[C:10]([NH:11][C:12](=[O:16])[CH2:13][CH2:14][F:15])=[CH:9][NH:8][C:5]2=[N:6][CH:7]=1.C(O)(C(F)(F)F)=O.C(Cl)[Cl:39]. No catalyst specified. The product is [ClH:39].[NH2:23][C@@H:19]1[CH2:20][CH2:21][CH2:22][N:17]([C:3]2[C:2]([Br:1])=[CH:7][N:6]=[C:5]3[NH:8][CH:9]=[C:10]([NH:11][C:12](=[O:16])[CH2:13][CH2:14][F:15])[C:4]=23)[CH2:18]1. The yield is 0.380.